The task is: Predict the reactants needed to synthesize the given product.. This data is from Full USPTO retrosynthesis dataset with 1.9M reactions from patents (1976-2016). (1) Given the product [CH3:20][O:21][C:22]([C@H:24]1[CH2:29][CH2:28][C@H:27]([NH:30][C:5]2[N:10]=[CH:9][C:8]([C:11]#[C:12][C:13]3[CH:18]=[CH:17][CH:16]=[CH:15][CH:14]=3)=[CH:7][N:6]=2)[CH2:26][CH2:25]1)=[O:23], predict the reactants needed to synthesize it. The reactants are: CS([C:5]1[N:10]=[CH:9][C:8]([C:11]#[C:12][C:13]2[CH:18]=[CH:17][CH:16]=[CH:15][CH:14]=2)=[CH:7][N:6]=1)(=O)=O.Cl.[CH3:20][O:21][C:22]([C@H:24]1[CH2:29][CH2:28][C@H:27]([NH2:30])[CH2:26][CH2:25]1)=[O:23]. (2) Given the product [NH:8]1[CH2:13][CH2:12][C:11](=[CH:15][C:16]2[O:17][C:18]3[CH:24]=[CH:23][CH:22]=[CH:21][C:19]=3[N:20]=2)[CH2:10][CH2:9]1, predict the reactants needed to synthesize it. The reactants are: C(OC([N:8]1[CH2:13][CH2:12][C:11]([CH2:15][C:16]2[O:17][C:18]3[CH:24]=[CH:23][CH:22]=[CH:21][C:19]=3[N:20]=2)(O)[CH2:10][CH2:9]1)=O)(C)(C)C.FC(F)(F)C(O)=O.OS(O)(=O)=O. (3) Given the product [ClH:28].[Cl:28][C:24]1[CH:23]=[C:22]([CH:27]=[CH:26][CH:25]=1)[CH2:21][O:20][C:14]1[CH:15]=[CH:16][C:17]([F:19])=[CH:18][C:13]=1[O:12][CH:10]1[CH2:11][NH:8][CH2:9]1, predict the reactants needed to synthesize it. The reactants are: C(OC([N:8]1[CH2:11][CH:10]([O:12][C:13]2[CH:18]=[C:17]([F:19])[CH:16]=[CH:15][C:14]=2[O:20][CH2:21][C:22]2[CH:27]=[CH:26][CH:25]=[C:24]([Cl:28])[CH:23]=2)[CH2:9]1)=O)(C)(C)C.Cl. (4) Given the product [CH3:23][C:24]1[CH:29]=[CH:28][C:27]([S:30]([NH:33][C:34]([NH:22][C:18]2[CH:19]=[CH:20][CH:21]=[C:16]([C:8]3[C:7]([C:4]4[CH:5]=[CH:6][N:1]=[CH:2][CH:3]=4)=[C:11]4[S:12][CH2:13][CH2:14][CH2:15][N:10]4[N:9]=3)[CH:17]=2)=[O:35])(=[O:32])=[O:31])=[CH:26][CH:25]=1, predict the reactants needed to synthesize it. The reactants are: [N:1]1[CH:6]=[CH:5][C:4]([C:7]2[C:8]([C:16]3[CH:17]=[C:18]([NH2:22])[CH:19]=[CH:20][CH:21]=3)=[N:9][N:10]3[CH2:15][CH2:14][CH2:13][S:12][C:11]=23)=[CH:3][CH:2]=1.[CH3:23][C:24]1[CH:29]=[CH:28][C:27]([S:30]([N:33]=[C:34]=[O:35])(=[O:32])=[O:31])=[CH:26][CH:25]=1. (5) Given the product [F:8][C:6]1[CH:5]=[C:4]([CH2:9][C:10]([NH:12][C@H:13]([C:15]([NH:18][C@H:19]2[C:25]3[CH:26]=[CH:27][C:28]([F:30])=[CH:29][C:24]=3[CH2:23][CH2:22][N:21]([CH2:31][CH3:32])[C:20]2=[O:33])=[O:17])[CH3:14])=[O:11])[CH:3]=[C:2]([F:1])[CH:7]=1, predict the reactants needed to synthesize it. The reactants are: [F:1][C:2]1[CH:3]=[C:4]([CH2:9][C:10]([NH:12][C@H:13]([C:15]([OH:17])=O)[CH3:14])=[O:11])[CH:5]=[C:6]([F:8])[CH:7]=1.[NH2:18][C@H:19]1[C:25]2[CH:26]=[CH:27][C:28]([F:30])=[CH:29][C:24]=2[CH2:23][CH2:22][N:21]([CH2:31][CH3:32])[C:20]1=[O:33]. (6) Given the product [Cl:31][C:17]1[CH:18]=[C:19]2[C:24](=[CH:25][C:16]=1[O:15][C:14]1[CH:32]=[CH:33][C:11]([C:9](=[O:10])[NH:8][C:6]3[CH:5]=[CH:4][CH:3]=[C:2]([C:38]4[CH:37]=[CH:36][C:35]([F:34])=[CH:40][C:39]=4[F:41])[N:7]=3)=[CH:12][CH:13]=1)[O:23][CH2:22][CH2:21][CH:20]2[C:26]([O:28][CH2:29][CH3:30])=[O:27], predict the reactants needed to synthesize it. The reactants are: Br[C:2]1[N:7]=[C:6]([NH:8][C:9]([C:11]2[CH:33]=[CH:32][C:14]([O:15][C:16]3[CH:25]=[C:24]4[C:19]([CH:20]([C:26]([O:28][CH2:29][CH3:30])=[O:27])[CH2:21][CH2:22][O:23]4)=[CH:18][C:17]=3[Cl:31])=[CH:13][CH:12]=2)=[O:10])[CH:5]=[CH:4][CH:3]=1.[F:34][C:35]1[CH:40]=[C:39]([F:41])[CH:38]=[CH:37][C:36]=1B(O)O.[F-].[Cs+].C(N(CC)CC)C. (7) Given the product [CH:16]1([C:3]2[CH:4]=[C:5]([O:8][CH2:9][C:10]3[CH:15]=[CH:14][CH:13]=[CH:12][CH:11]=3)[CH:6]=[CH:7][C:2]=2[B:26]([OH:30])[OH:27])[CH2:20][CH2:19][CH2:18][CH2:17]1, predict the reactants needed to synthesize it. The reactants are: Br[C:2]1[CH:7]=[CH:6][C:5]([O:8][CH2:9][C:10]2[CH:15]=[CH:14][CH:13]=[CH:12][CH:11]=2)=[CH:4][C:3]=1[CH:16]1[CH2:20][CH2:19][CH2:18][CH2:17]1.[Li]CCCC.[B:26](OCC)([O:30]CC)[O:27]CC.